From a dataset of Full USPTO retrosynthesis dataset with 1.9M reactions from patents (1976-2016). Predict the reactants needed to synthesize the given product. (1) Given the product [C:24]1([CH3:34])[CH:29]=[CH:28][C:27]([S:30]([O:17][CH2:1][CH2:2][CH2:3][CH2:4][CH2:5][CH2:6][CH2:7][CH2:8][CH2:9][CH2:10][CH2:11][CH2:12][CH2:13][CH2:14][CH2:15][CH3:16])(=[O:32])=[O:31])=[CH:26][CH:25]=1, predict the reactants needed to synthesize it. The reactants are: [CH2:1]([OH:17])[CH2:2][CH2:3][CH2:4][CH2:5][CH2:6][CH2:7][CH2:8][CH2:9][CH2:10][CH2:11][CH2:12][CH2:13][CH2:14][CH2:15][CH3:16].N1C=CC=CC=1.[C:24]1([CH3:34])[CH:29]=[CH:28][C:27]([S:30](Cl)(=[O:32])=[O:31])=[CH:26][CH:25]=1.O. (2) The reactants are: [C:1](Cl)(=O)[C:2]([Cl:4])=[O:3].[F:7][C:8]([F:19])([F:18])[C@H:9]1[CH2:14][CH2:13][C@H](C(O)=O)[CH2:11][CH2:10]1. Given the product [F:7][C:8]([F:19])([F:18])[C@H:9]1[CH2:14][CH2:13][C@H:1]([C:2]([Cl:4])=[O:3])[CH2:11][CH2:10]1, predict the reactants needed to synthesize it. (3) Given the product [NH2:1][C:2]1[C:3](=[N:17][NH:18][C:19]2[CH:24]=[CH:23][CH:22]=[C:21]([F:25])[CH:20]=2)[C:4]([CH2:7][NH:8][C:9]([CH:10]=[CH:54][C:53]([OH:56])=[O:55])=[O:16])=[N:5][N:6]=1, predict the reactants needed to synthesize it. The reactants are: [NH2:1][C:2]1[C:3](=[N:17][NH:18][C:19]2[CH:24]=[CH:23][CH:22]=[C:21]([F:25])[CH:20]=2)[C:4]([CH2:7][NH:8][C:9](=[O:16])[C:10]2C=CC=NC=2)=[N:5][N:6]=1.NCC1C(=NNC2C=CC=C(F)C=2)C(N)=NN=1.Cl.C(Cl)(=O)C1C=CC=NC=1.[C:53]([O:56]CC)(=[O:55])[CH3:54]. (4) Given the product [F:1][C:2]([F:7])([F:6])[C:3]([O-:5])=[O:4].[F:8][C:9]([F:14])([F:13])[C:10]([O-:12])=[O:11].[CH3:28][NH+:26]([CH3:27])[CH2:25][CH2:24][CH2:23][NH2+:22][CH2:29][CH:30]1[CH2:32][CH:31]1[CH3:33], predict the reactants needed to synthesize it. The reactants are: [F:1][C:2]([F:7])([F:6])[C:3]([O-:5])=[O:4].[F:8][C:9]([F:14])([F:13])[C:10]([O-:12])=[O:11].C([NH+:22]([CH2:29][CH:30]1[CH2:32][CH:31]1[CH3:33])[CH2:23][CH2:24][CH2:25][NH+:26]([CH3:28])[CH3:27])C1C=CC=CC=1.